From a dataset of Reaction yield outcomes from USPTO patents with 853,638 reactions. Predict the reaction yield, written as a fraction of the theoretical maximum amount of product (1.0 means a 100% yield; for example, 0.34 means a 34% yield). (1) The yield is 1.00. The reactants are [Cl:1][C:2]1[N:3]=[C:4](Cl)[C:5]2[CH2:10][CH2:9][CH:8]([C:11]3[CH:16]=[CH:15][CH:14]=[CH:13][CH:12]=3)[C:6]=2[N:7]=1.[CH3:18][NH:19][CH3:20]. The product is [Cl:1][C:2]1[N:3]=[C:4]([N:19]([CH3:20])[CH3:18])[C:5]2[CH2:10][CH2:9][CH:8]([C:11]3[CH:16]=[CH:15][CH:14]=[CH:13][CH:12]=3)[C:6]=2[N:7]=1. The catalyst is CO. (2) The reactants are C[O:2][C:3](=[O:37])[CH2:4][CH2:5][CH2:6][CH2:7][CH2:8][CH2:9][CH2:10][CH2:11][CH2:12][CH2:13][CH2:14][CH2:15][CH2:16][CH2:17][CH2:18][O:19][C:20]1[CH:25]=[CH:24][C:23]([C:26]2[CH:31]=[CH:30][C:29]([C:32]3[NH:36][N:35]=[N:34][N:33]=3)=[CH:28][CH:27]=2)=[CH:22][CH:21]=1.CO.[OH-].[Na+].Cl. The catalyst is O. The product is [NH:36]1[C:32]([C:29]2[CH:28]=[CH:27][C:26]([C:23]3[CH:24]=[CH:25][C:20]([O:19][CH2:18][CH2:17][CH2:16][CH2:15][CH2:14][CH2:13][CH2:12][CH2:11][CH2:10][CH2:9][CH2:8][CH2:7][CH2:6][CH2:5][CH2:4][C:3]([OH:37])=[O:2])=[CH:21][CH:22]=3)=[CH:31][CH:30]=2)=[N:33][N:34]=[N:35]1. The yield is 0.960. (3) The reactants are [S:1]1[C:8]2[CH:7]=[C:6]([C:9]([OH:11])=O)[NH:5][C:4]=2[CH:3]=[CH:2]1.[CH3:12][CH:13]1[CH2:18][NH:17][CH2:16][CH2:15][NH:14]1. No catalyst specified. The product is [CH3:12][CH:13]1[NH:14][CH2:15][CH2:16][N:17]([C:9]([C:6]2[NH:5][C:4]3[CH:3]=[CH:2][S:1][C:8]=3[CH:7]=2)=[O:11])[CH2:18]1. The yield is 0.780. (4) The reactants are [OH:1][CH2:2][CH2:3][CH2:4][CH2:5][CH2:6][CH2:7][CH2:8][CH2:9][O:10][C:11]1[CH:16]=[CH:15][C:14]([CH2:17][C:18]#[N:19])=[CH:13][CH:12]=1.[CH3:20][O:21][C:22]1[CH:23]=[C:24]([CH:27]=[CH:28][C:29]=1[O:30][CH3:31])[CH:25]=O. No catalyst specified. The product is [CH3:20][O:21][C:22]1[CH:23]=[C:24](/[CH:25]=[C:17](/[C:14]2[CH:13]=[CH:12][C:11]([O:10][CH2:9][CH2:8][CH2:7][CH2:6][CH2:5][CH2:4][CH2:3][CH2:2][OH:1])=[CH:16][CH:15]=2)\[C:18]#[N:19])[CH:27]=[CH:28][C:29]=1[O:30][CH3:31]. The yield is 0.650. (5) The reactants are [C:1]([C:3]1[N:11]=[CH:10][C:9]([O:12][CH2:13][CH2:14][O:15][CH3:16])=[CH:8][C:4]=1[C:5]([NH2:7])=[O:6])#[CH:2].CNC. The catalyst is CO. The product is [NH4+:7].[OH-:6].[CH3:16][O:15][CH2:14][CH2:13][O:12][C:9]1[CH:10]=[N:11][C:3]2[CH:1]=[CH:2][NH:7][C:5](=[O:6])[C:4]=2[CH:8]=1. The yield is 0.0100. (6) The reactants are [CH:1]1([CH2:4][NH:5][C:6]([C:8]2[CH:13]=[CH:12][C:11]([C:14]3[CH:19]=[C:18]([C:20]([NH:22][NH2:23])=[O:21])[CH:17]=[CH:16][C:15]=3[CH3:24])=[CH:10][CH:9]=2)=[O:7])[CH2:3][CH2:2]1.C(O[C:28](OCC)(OCC)[CH2:29][CH3:30])C. No catalyst specified. The product is [CH:1]1([CH2:4][NH:5][C:6]([C:8]2[CH:9]=[CH:10][C:11]([C:14]3[CH:19]=[C:18]([C:20]4[O:21][C:28]([CH2:29][CH3:30])=[N:23][N:22]=4)[CH:17]=[CH:16][C:15]=3[CH3:24])=[CH:12][CH:13]=2)=[O:7])[CH2:3][CH2:2]1. The yield is 0.780.